Dataset: Full USPTO retrosynthesis dataset with 1.9M reactions from patents (1976-2016). Task: Predict the reactants needed to synthesize the given product. (1) Given the product [C:32]([N:28]1[CH2:29][CH2:30][CH2:31][C@@H:26]([NH:25][C:23]2[C:22]([F:36])=[CH:21][N:20]=[C:19]([NH:1][C:2]3[CH:3]=[C:4]4[C:8](=[CH:9][CH:10]=3)[CH2:7][N:6]([C:11]([O:13][C:14]([CH3:17])([CH3:16])[CH3:15])=[O:12])[CH2:5]4)[N:24]=2)[CH2:27]1)(=[O:35])[CH:33]=[CH2:34], predict the reactants needed to synthesize it. The reactants are: [NH2:1][C:2]1[CH:3]=[C:4]2[C:8](=[CH:9][CH:10]=1)[CH2:7][N:6]([C:11]([O:13][C:14]([CH3:17])([CH3:16])[CH3:15])=[O:12])[CH2:5]2.Cl[C:19]1[N:24]=[C:23]([NH:25][C@@H:26]2[CH2:31][CH2:30][CH2:29][N:28]([C:32](=[O:35])[CH:33]=[CH2:34])[CH2:27]2)[C:22]([F:36])=[CH:21][N:20]=1.C([O-])([O-])=O.[Cs+].[Cs+].CN(C1C(C2C(P(C3CCCCC3)C3CCCCC3)=CC=CC=2)=CC=CC=1)C. (2) Given the product [CH2:1]([O:3][C:4]1[CH:5]=[C:6]([CH:12]=[C:13]([O:15][CH2:17][C:18]2[N:19]=[C:20]([C:24]3[CH:29]=[CH:28][CH:27]=[CH:26][CH:25]=3)[O:21][C:22]=2[CH3:23])[CH:14]=1)[C:7]([O:9][CH2:10][CH3:11])=[O:8])[CH3:2], predict the reactants needed to synthesize it. The reactants are: [CH2:1]([O:3][C:4]1[CH:5]=[C:6]([CH:12]=[C:13]([OH:15])[CH:14]=1)[C:7]([O:9][CH2:10][CH3:11])=[O:8])[CH3:2].Cl[CH2:17][C:18]1[N:19]=[C:20]([C:24]2[CH:29]=[CH:28][CH:27]=[CH:26][CH:25]=2)[O:21][C:22]=1[CH3:23].C(=O)([O-])[O-].[K+].[K+].Cl.